This data is from Forward reaction prediction with 1.9M reactions from USPTO patents (1976-2016). The task is: Predict the product of the given reaction. (1) The product is: [CH3:2][C:3]1[CH:4]=[CH:5][C:6]([CH2:7][CH:8]=[CH:35][CH:36]([CH3:37])[CH2:39][CH2:40][CH2:41][CH2:42][CH2:43][CH2:44][CH2:45][CH2:46][CH3:47])=[CH:28][CH:29]=1. Given the reactants [Br-].[CH3:2][C:3]1[CH:29]=[CH:28][C:6]([CH2:7][CH2:8][P+](C2C=CC=CC=2)(C2C=CC=CC=2)C2C=CC=CC=2)=[CH:5][CH:4]=1.[Li]CCCC.[CH3:35][CH:36]([CH2:39][CH2:40][CH2:41][CH2:42][CH2:43][CH2:44][CH2:45][CH2:46][CH3:47])[CH:37]=O.O, predict the reaction product. (2) Given the reactants [O:1]1[CH2:4][CH:3]([CH:5]2[C:14]3[C:9](=[CH:10][CH:11]=[CH:12][CH:13]=3)[NH:8][CH2:7][CH2:6]2)[CH2:2]1.I[CH2:16][C:17]([NH2:19])=[O:18].CCN(C(C)C)C(C)C.[OH-].[Na+], predict the reaction product. The product is: [O:1]1[CH2:4][CH:3]([CH:5]2[C:14]3[C:9](=[CH:10][CH:11]=[CH:12][CH:13]=3)[N:8]([CH2:16][C:17]([NH2:19])=[O:18])[CH2:7][CH2:6]2)[CH2:2]1. (3) Given the reactants [C:1]1([C:7]2[CH:12]=[C:11]([C:13]3[CH:18]=[CH:17][CH:16]=[CH:15][CH:14]=3)[N:10]=[C:9]([O:19][CH2:20][CH2:21][CH2:22][CH2:23][C:24]([CH3:28])([CH3:27])[CH2:25][NH2:26])[CH:8]=2)[CH:6]=[CH:5][CH:4]=[CH:3][CH:2]=1.C(N(CC)CC)C.[NH:36]([C:56]([O:58][C:59]([CH3:62])([CH3:61])[CH3:60])=[O:57])[C@H:37]([C:46](ON1C(=O)CCC1=O)=[O:47])[CH2:38][C:39](=[O:45])[O:40][C:41]([CH3:44])([CH3:43])[CH3:42], predict the reaction product. The product is: [C:59]([O:58][C:56]([NH:36][CH:37]([C:46](=[O:47])[NH:26][CH2:25][C:24]([CH3:28])([CH3:27])[CH2:23][CH2:22][CH2:21][CH2:20][O:19][C:9]1[CH:8]=[C:7]([C:1]2[CH:2]=[CH:3][CH:4]=[CH:5][CH:6]=2)[CH:12]=[C:11]([C:13]2[CH:14]=[CH:15][CH:16]=[CH:17][CH:18]=2)[N:10]=1)[CH2:38][C:39]([O:40][C:41]([CH3:44])([CH3:43])[CH3:42])=[O:45])=[O:57])([CH3:61])([CH3:60])[CH3:62]. (4) Given the reactants Cl[C:2]1[N:3]=[C:4]2[C:9](=[CH:10][CH:11]=1)[N:8]=[CH:7][C:6]1[CH:12]=[CH:13][C:14](=[O:26])[N:15]([C:16]3[CH:21]=[CH:20][CH:19]=[C:18]([C:22]([F:25])([F:24])[F:23])[CH:17]=3)[C:5]2=1.CC1(C)C(C)(C)OB([C:35]2[CH:36]=[N:37][C:38]([NH2:41])=[N:39][CH:40]=2)O1.CC1(C)C(C)(C)OB(C2C=CC(N)=NC=2)O1, predict the reaction product. The product is: [NH2:41][C:38]1[N:39]=[CH:40][C:35]([C:2]2[N:3]=[C:4]3[C:9](=[CH:10][CH:11]=2)[N:8]=[CH:7][C:6]2[CH:12]=[CH:13][C:14](=[O:26])[N:15]([C:16]4[CH:21]=[CH:20][CH:19]=[C:18]([C:22]([F:25])([F:24])[F:23])[CH:17]=4)[C:5]3=2)=[CH:36][N:37]=1. (5) Given the reactants [C:1]([C:4]1[CH:5]=[CH:6][C:7]2[O:12][C:11]([CH3:14])([CH3:13])[O:10][CH2:9][C:8]=2[CH:15]=1)(=[O:3])[CH3:2].C[Si](C)(C)N[Si](C)(C)C.[Na].C[Si](Cl)(C)C.[Br:31]Br, predict the reaction product. The product is: [Br:31][CH2:2][C:1]([C:4]1[CH:5]=[CH:6][C:7]2[O:12][C:11]([CH3:14])([CH3:13])[O:10][CH2:9][C:8]=2[CH:15]=1)=[O:3]. (6) Given the reactants [C:1]([C:3]1[CH:8]=[CH:7][C:6]([CH:9]2[N:13]3[CH:14]=[CH:15][N:16]=[C:12]3[CH2:11][CH2:10]2)=[CH:5][C:4]=1[F:17])#[N:2].[C:18]([O-])(=[O:20])C.[Na+].C(O)(=O)C.C=O.C([O-])(O)=O.[Na+], predict the reaction product. The product is: [C:1]([C:3]1[CH:8]=[CH:7][C:6]([CH:9]2[N:13]3[C:14]([CH2:18][OH:20])=[CH:15][N:16]=[C:12]3[CH2:11][CH2:10]2)=[CH:5][C:4]=1[F:17])#[N:2].